This data is from Catalyst prediction with 721,799 reactions and 888 catalyst types from USPTO. The task is: Predict which catalyst facilitates the given reaction. (1) Reactant: C(OC(=O)[NH:7][C@H:8]1[CH2:13][CH2:12][C@H:11]([NH:14][C:15]2[N:24]=[CH:23][C:22]3[C:17](=[CH:18][C:19]([C:25]([NH:27][CH2:28][C:29]4[CH:34]=[CH:33][CH:32]=[CH:31][CH:30]=4)=[O:26])=[CH:20][CH:21]=3)[N:16]=2)[CH2:10][CH2:9]1)(C)(C)C.C(O)(C(F)(F)F)=O. Product: [NH2:7][C@H:8]1[CH2:9][CH2:10][C@H:11]([NH:14][C:15]2[N:24]=[CH:23][C:22]3[C:17](=[CH:18][C:19]([C:25]([NH:27][CH2:28][C:29]4[CH:30]=[CH:31][CH:32]=[CH:33][CH:34]=4)=[O:26])=[CH:20][CH:21]=3)[N:16]=2)[CH2:12][CH2:13]1. The catalyst class is: 2. (2) Reactant: [Cl:1][C:2]1[CH:3]=[C:4]([CH:16]=[CH:17][CH:18]=1)[CH2:5][O:6][C:7]1[CH:15]=[CH:14][CH:13]=[C:12]2[C:8]=1[CH:9]=[CH:10][NH:11]2.[NH2:19][C:20]1[N:25]=[C:24](Cl)[CH:23]=[CH:22][N:21]=1. Product: [Cl:1][C:2]1[CH:3]=[C:4]([CH:16]=[CH:17][CH:18]=1)[CH2:5][O:6][C:7]1[CH:15]=[CH:14][CH:13]=[C:12]2[C:8]=1[CH:9]=[CH:10][N:11]2[C:22]1[CH:23]=[CH:24][N:25]=[C:20]([NH2:19])[N:21]=1. The catalyst class is: 6. (3) Reactant: [Br:1][CH2:2][C:3]1[CH:4]=[C:5]([CH:8]=[CH:9][CH:10]=1)[CH:6]=O.[CH:11]1([O:16][C:17](=[O:22])[C:18]([CH3:21])([CH3:20])[NH2:19])[CH2:15][CH2:14][CH2:13][CH2:12]1.C(O[BH-](OC(=O)C)OC(=O)C)(=O)C.[Na+].C(OCC)(=O)C. Product: [Br:1][CH2:2][C:3]1[CH:4]=[C:5]([CH:8]=[CH:9][CH:10]=1)[CH2:6][NH:19][C:18]([CH3:21])([C:17]([O:16][CH:11]1[CH2:15][CH2:14][CH2:13][CH2:12]1)=[O:22])[CH3:20]. The catalyst class is: 68. (4) Reactant: [C:1]1([CH:7]([C:11]2[CH:16]=[CH:15][CH:14]=[CH:13][CH:12]=2)CCN)[CH:6]=[CH:5][CH:4]=[CH:3][CH:2]=1.C([N:19]([CH2:22]C)CC)C.Cl[CH2:25][C:26](Cl)=[O:27].[ClH:29]. Product: [Cl:29][CH2:22][NH:19][C:26](=[O:27])[CH2:25][CH:7]([C:1]1[CH:2]=[CH:3][CH:4]=[CH:5][CH:6]=1)[C:11]1[CH:12]=[CH:13][CH:14]=[CH:15][CH:16]=1. The catalyst class is: 2. (5) Reactant: Br[C:2]1[CH:7]=[CH:6][C:5]([C:8]([CH:10]2[CH2:12][CH2:11]2)=[O:9])=[CH:4][CH:3]=1.C1(P(C2C=CC=CC=2)C2C=CC=CC=2)C=CC=CC=1.[C:32]([O:36][CH3:37])(=[O:35])[CH:33]=[CH2:34].C(N(CC)CC)C. Product: [CH3:37][O:36][C:32](=[O:35])/[CH:33]=[CH:34]/[C:2]1[CH:7]=[CH:6][C:5]([C:8]([CH:10]2[CH2:12][CH2:11]2)=[O:9])=[CH:4][CH:3]=1. The catalyst class is: 167. (6) The catalyst class is: 25. Product: [ClH:21].[CH3:1][O:2][CH2:3][CH2:4][C:5]1([CH2:18][O:19][CH3:20])[CH2:6][CH2:7][NH:8][CH2:9][CH2:10]1. Reactant: [CH3:1][O:2][CH2:3][CH2:4][C:5]1([CH2:18][O:19][CH3:20])[CH2:10][CH2:9][N:8](C(OC(C)(C)C)=O)[CH2:7][CH2:6]1.[ClH:21]. (7) Product: [OH:8][CH2:9][CH:10]([CH2:28][OH:29])[CH2:11][O:12][C:13]1[CH:20]=[C:19]([O:21][CH3:22])[C:18]([C:23]2[S:24][CH:25]=[CH:26][CH:27]=2)=[CH:17][C:14]=1[CH:15]=[O:16]. The catalyst class is: 54. Reactant: [Si]([O:8][CH2:9][CH:10]([CH2:28][O:29][Si](C(C)(C)C)(C)C)[CH2:11][O:12][C:13]1[CH:20]=[C:19]([O:21][CH3:22])[C:18]([C:23]2[S:24][CH:25]=[CH:26][CH:27]=2)=[CH:17][C:14]=1[CH:15]=[O:16])(C(C)(C)C)(C)C.[F-].C([N+](CCCC)(CCCC)CCCC)CCC. (8) The catalyst class is: 1. Reactant: [CH2:1]([O:8][C:9]1[CH:10]=[C:11]([C@@H:15]([NH2:32])[C@@H:16]([C:18]2[CH:23]=[CH:22][CH:21]=[C:20]([O:24][CH2:25][C:26]3[CH:31]=[CH:30][CH:29]=[CH:28][CH:27]=3)[CH:19]=2)[NH2:17])[CH:12]=[CH:13][CH:14]=1)[C:2]1[CH:7]=[CH:6][CH:5]=[CH:4][CH:3]=1.N1C=CC=CC=1.[S:39](Cl)([C:42]1[CH:48]=[CH:47][C:45]([CH3:46])=[CH:44][CH:43]=1)(=[O:41])=[O:40]. Product: [S:39]([NH:32][C@H:15]([C:11]1[CH:12]=[CH:13][CH:14]=[C:9]([O:8][CH2:1][C:2]2[CH:7]=[CH:6][CH:5]=[CH:4][CH:3]=2)[CH:10]=1)[C@@H:16]([C:18]1[CH:23]=[CH:22][CH:21]=[C:20]([O:24][CH2:25][C:26]2[CH:31]=[CH:30][CH:29]=[CH:28][CH:27]=2)[CH:19]=1)[NH2:17])([C:42]1[CH:48]=[CH:47][C:45]([CH3:46])=[CH:44][CH:43]=1)(=[O:41])=[O:40]. (9) Product: [NH2:1][C:2]1[C:7]([CH3:8])=[C:6]([C:9]2[CH:14]=[CH:13][C:12]([I:24])=[CH:11][CH:10]=2)[N:5]=[C:4]([C:19]([O:21][CH3:22])=[O:20])[C:3]=1[Cl:23]. Reactant: [NH2:1][C:2]1[C:7]([CH3:8])=[C:6]([C:9]2[CH:14]=[CH:13][C:12]([Si](C)(C)C)=[CH:11][CH:10]=2)[N:5]=[C:4]([C:19]([O:21][CH3:22])=[O:20])[C:3]=1[Cl:23].[I:24]Cl. The catalyst class is: 4. (10) Reactant: [Cl-].ClC1N(C)CC[NH+]1C.[NH2:10][C:11]1[CH:16]=[CH:15][N:14]=[CH:13][CH:12]=1.C(N(CC)CC)C.[CH3:24][O:25][C:26]1[C:27](=[O:50])[C:28]([CH3:49])=[C:29]([CH2:35][C:36]2[CH:44]=[CH:43][C:39]([C:40](O)=[O:41])=[C:38]([O:45]C(=O)C)[CH:37]=2)[C:30](=[O:34])[C:31]=1[O:32][CH3:33]. Product: [N:14]1[CH:15]=[CH:16][C:11]([NH:10][C:40](=[O:41])[C:39]2[CH:43]=[CH:44][C:36]([CH2:35][C:29]3[C:30](=[O:34])[C:31]([O:32][CH3:33])=[C:26]([O:25][CH3:24])[C:27](=[O:50])[C:28]=3[CH3:49])=[CH:37][C:38]=2[OH:45])=[CH:12][CH:13]=1. The catalyst class is: 373.